This data is from NCI-60 drug combinations with 297,098 pairs across 59 cell lines. The task is: Regression. Given two drug SMILES strings and cell line genomic features, predict the synergy score measuring deviation from expected non-interaction effect. Drug 1: C1=CC(=CC=C1C#N)C(C2=CC=C(C=C2)C#N)N3C=NC=N3. Drug 2: CC1=C(C(=CC=C1)Cl)NC(=O)C2=CN=C(S2)NC3=CC(=NC(=N3)C)N4CCN(CC4)CCO. Cell line: HL-60(TB). Synergy scores: CSS=22.3, Synergy_ZIP=1.49, Synergy_Bliss=1.38, Synergy_Loewe=1.26, Synergy_HSA=2.79.